From a dataset of Full USPTO retrosynthesis dataset with 1.9M reactions from patents (1976-2016). Predict the reactants needed to synthesize the given product. (1) Given the product [CH2:34]([C:31]1[CH:32]=[CH:33][C:28]([NH:27][C:15]2[C:14]3[C:19](=[CH:20][C:21]([O:22][CH3:23])=[C:12]([C:11]#[C:10][CH2:9][OH:8])[CH:13]=3)[N:18]=[CH:17][C:16]=2[C:24]([NH2:26])=[O:25])=[CH:29][CH:30]=1)[CH3:35], predict the reactants needed to synthesize it. The reactants are: [Si]([O:8][CH2:9][C:10]#[C:11][C:12]1[CH:13]=[C:14]2[C:19](=[CH:20][C:21]=1[O:22][CH3:23])[N:18]=[CH:17][C:16]([C:24]([NH2:26])=[O:25])=[C:15]2[NH:27][C:28]1[CH:33]=[CH:32][C:31]([CH2:34][CH3:35])=[CH:30][CH:29]=1)(C(C)(C)C)(C)C.CCCC[N+](CCCC)(CCCC)CCCC.[F-]. (2) Given the product [I:1][C:2]1[NH:6][C:5]([CH:7]2[CH2:9][CH2:16][O:11][CH2:12][CH2:8]2)=[N:4][C:3]=1[CH3:10], predict the reactants needed to synthesize it. The reactants are: [I:1][C:2]1[NH:6][C:5]([CH:7]([CH3:9])[CH3:8])=[N:4][C:3]=1[CH3:10].[O:11]1[CH2:16]CC(C=O)C[CH2:12]1. (3) Given the product [Cl:1][C:2]1[CH:22]=[CH:21][CH:20]=[CH:19][C:3]=1[O:4][C:5]1[CH2:9][N:8]([C@@H:10]([CH2:14][CH2:15][S:16][CH3:17])[C:11]([NH:35][C:32]2[CH:33]=[CH:34][N:30]([CH2:29][C@@H:27]3[CH2:26][O:25][C:24]([CH3:36])([CH3:23])[O:28]3)[N:31]=2)=[O:13])[C:7](=[O:18])[CH:6]=1, predict the reactants needed to synthesize it. The reactants are: [Cl:1][C:2]1[CH:22]=[CH:21][CH:20]=[CH:19][C:3]=1[O:4][C:5]1[CH2:9][N:8]([C@@H:10]([CH2:14][CH2:15][S:16][CH3:17])[C:11]([OH:13])=O)[C:7](=[O:18])[CH:6]=1.[CH3:23][C:24]1([CH3:36])[O:28][C@H:27]([CH2:29][N:30]2[CH:34]=[CH:33][C:32]([NH2:35])=[N:31]2)[CH2:26][O:25]1.C(N(CC)C(C)C)(C)C.F[P-](F)(F)(F)(F)F.N1(O[P+](N(C)C)(N(C)C)N(C)C)C2C=CC=CC=2N=N1.